This data is from Full USPTO retrosynthesis dataset with 1.9M reactions from patents (1976-2016). The task is: Predict the reactants needed to synthesize the given product. (1) Given the product [CH:1]([CH:4]1[CH:8]2[C:9]3[C:14]([CH:5]1[CH2:6][CH2:7]2)=[CH:13][CH:12]=[CH:11][C:10]=3[NH2:15])([CH3:3])[CH3:2], predict the reactants needed to synthesize it. The reactants are: [C:1](=[C:4]1[CH:8]2[C:9]3[C:14]([CH:5]1[CH:6]=[CH:7]2)=[CH:13][CH:12]=[CH:11][C:10]=3[N+:15]([O-])=O)([CH3:3])[CH3:2]. (2) Given the product [Br:8][C:9]1[CH:14]=[C:13]([S:2][C:3]#[N:4])[CH:12]=[CH:11][C:10]=1[OH:15], predict the reactants needed to synthesize it. The reactants are: [Pb](SC#N)[S:2][C:3]#[N:4].[Br:8][C:9]1[CH:14]=[CH:13][CH:12]=[CH:11][C:10]=1[OH:15].